This data is from Experimentally validated miRNA-target interactions with 360,000+ pairs, plus equal number of negative samples. The task is: Binary Classification. Given a miRNA mature sequence and a target amino acid sequence, predict their likelihood of interaction. (1) The miRNA is hsa-miR-548ae-3p with sequence CAAAAACUGCAAUUACUUUCA. The protein sequence of the target gene is MAAAAAGTATSQRFFQSFSDALIDEDPQAALEELTKALEQKPDDAQYYCQRAYCHILLGNYCVAVADAKKSLELNPNNSTAMLRKGICEYHEKNYAAALETFTEGQKLDIETGFHRVGQAGLQLLTSSDPPALDSQSAGITGADANFSVWIKRCQEAQNGSESEVWTHQSKIKYDWYQTESQVVITLMIKNVQKNDVNVEFSEKELSALVKLPSGEDYNLKLELLHPIIPEQSTFKVLSTKIEIKLKKPEAVRWEKLEGQGDVPTPKQFVADVKNLYPSSSPYTRNWDKLVGEIKEEEKN.... Result: 1 (interaction). (2) The miRNA is hsa-miR-7157-3p with sequence UCUGUGCUACUGGAUGAAGAGU. The protein sequence of the target gene is MSKKGRSKGDKPEAETDSVQMANEELRAKLTNIQIEFQQEKSKVGKLRERLQEAKLEREQEQRRHTAYISELKAKLHEEKTKELQALREALIRQHEQEAARTAKIKEGELQRLQATLNVLRDGAADKVKTALLADAREEARRTFDGERQRLQQEILELKAARKQAEEALSNCMQADKAKAADLRAAYQAHQDEVHRIKRECERDIRRLMDEIKGKERVILALEKELGVQTGQTQRLLLQKEALDEQLVQVKEAERHHSSPKRELPPGIGDMAELMGGQDQHMDERDVRRFQLKIAELNSV.... Result: 0 (no interaction). (3) The miRNA is hsa-miR-7849-3p with sequence GACAAUUGUUGAUCUUGGGCCU. The protein sequence of the target gene is MAAAAAAAVGGQQPSQPELPAPGLALDKAATAAHLKAALSRPDNRAGAEELQALLERVLSAERPLAAAAGGEDAAAAGGGGGPGAAEEEALEWCKCLLAGGGGYDEFCAAVRAYDPAALCGLVWTANFVAYRCRTCGISPCMSLCAECFHQGDHTGHDFNMFRSQAGGACDCGDSNVMRESGFCKRHQIKSSSNIPCVPKDLLMMSEFVLPRFIFCLIQYLREGYNEPAADGPSEKDLNKVLQLLEPQISFLEDLTKMGGAMRSVLTQVLTNQQNYKDLTSGLGENACVKKSHEKYLIAL.... Result: 1 (interaction). (4) The miRNA is hsa-miR-6743-5p with sequence AAGGGGCAGGGACGGGUGGCCC. The protein sequence of the target gene is MGMSKSRGCFGYPLSIFFIVVNEFCERFSYYGMRALLVLYFRNFLGWDDNLSTAIYHTFVALCYLTPILGALIADSWLGKFKTIVSLSIVYTIGQAVISVSSINDLTDHDHNGSPDSLPVHVALSMVGLALIALGTGGIKPCVSAFGGDQFEEGQEKQRNRFFSIFYLAINGGSLLSTIITPILRVQQCGIHSQQACYPLAFGVPAALMAVALIVFVLGSGMYKKFQPQGNIMGKVAKCIGFAIKNRFRHRSKAYPKREHWLDWAKEKYDERLISQIKMVTKVMFLYIPLPMFWALFDQQ.... Result: 0 (no interaction). (5) The miRNA is mmu-miR-466k with sequence UGUGUGUGUACAUGUACAUGUGA. The protein sequence of the target gene is MGARRLRVRSQRSRDSSVPTQCNQTECFDPLVRNCVSCELFHTPDTGHTSSLEPGTALQPQEGSALRPDVALLVGAPALLGLILALTLVGLVSLVSWRWRQQLRTASPDTSEGVQQESLENVFVPSSETPHASAPTWPPLKEDADSALPRHSVPVPATELGSTELVTTKTAGPEQ. Result: 1 (interaction).